From a dataset of Reaction yield outcomes from USPTO patents with 853,638 reactions. Predict the reaction yield, written as a fraction of the theoretical maximum amount of product (1.0 means a 100% yield; for example, 0.34 means a 34% yield). The reactants are [CH3:1][S-:2].[Na+].CS(O[CH2:9][C:10]1[CH:15]=[C:14]([N:16]2[CH2:21][CH2:20][O:19][CH2:18][C@H:17]2[CH3:22])[N:13]=[C:12]([Cl:23])[N:11]=1)(=O)=O.ClC1N=C(N2CCOC[C@H]2C)C=C(CCl)N=1.[I-].[Na+]. The catalyst is CC#N.CCOC(C)=O. The product is [Cl:23][C:12]1[N:13]=[C:14]([N:16]2[CH2:21][CH2:20][O:19][CH2:18][C@H:17]2[CH3:22])[CH:15]=[C:10]([CH2:9][S:2][CH3:1])[N:11]=1. The yield is 0.910.